The task is: Predict which catalyst facilitates the given reaction.. This data is from Catalyst prediction with 721,799 reactions and 888 catalyst types from USPTO. (1) Reactant: [OH:1][C:2]1[CH:3]=[C:4]([CH:14]=[C:15]([O:17][C@@H:18]([CH3:22])[CH2:19][O:20][CH3:21])[CH:16]=1)[C:5]([NH:7][C:8]1[CH:12]=[CH:11][N:10]([CH3:13])[N:9]=1)=[O:6].F[C:24]1[CH:37]=[CH:36][C:27]2[C:28](=[O:35])[N:29]([CH3:34])[C:30]([CH3:33])([CH3:32])[O:31][C:26]=2[CH:25]=1.C(=O)([O-])[O-].[K+].[K+].C(OCC)(=O)C. Product: [CH3:22][C@H:18]([O:17][C:15]1[CH:14]=[C:4]([CH:3]=[C:2]([O:1][C:24]2[CH:37]=[CH:36][C:27]3[C:28](=[O:35])[N:29]([CH3:34])[C:30]([CH3:33])([CH3:32])[O:31][C:26]=3[CH:25]=2)[CH:16]=1)[C:5]([NH:7][C:8]1[CH:12]=[CH:11][N:10]([CH3:13])[N:9]=1)=[O:6])[CH2:19][O:20][CH3:21]. The catalyst class is: 10. (2) Reactant: CO[C:3](=[O:24])[C:4]1[CH:9]=[C:8]([O:10][C:11]2[CH:16]=[CH:15][C:14]([F:17])=[CH:13][C:12]=2[F:18])[CH:7]=[CH:6][C:5]=1[CH:19]=[CH:20]OCC.C(O)(C(F)(F)F)=O.[CH:32]1([CH:35]([C:37]2[CH:42]=[CH:41][CH:40]=[C:39]([CH:43]=[CH2:44])[N:38]=2)[NH2:36])[CH2:34][CH2:33]1.C(O[BH-](OC(=O)C)OC(=O)C)(=O)C.[Na+]. Product: [CH:32]1([C@H:35]([C:37]2[CH:42]=[CH:41][CH:40]=[C:39]([CH:43]=[CH2:44])[N:38]=2)[N:36]2[CH2:20][CH2:19][C:5]3[C:4](=[CH:9][C:8]([O:10][C:11]4[CH:16]=[CH:15][C:14]([F:17])=[CH:13][C:12]=4[F:18])=[CH:7][CH:6]=3)[C:3]2=[O:24])[CH2:33][CH2:34]1. The catalyst class is: 46. (3) Reactant: [C:1]([SiH2:5][O:6][C:7]([CH3:20])([CH3:19])[N:8]1[C:16](I)=[N:15][C:14]2[C:9]1=[N:10][CH:11]=[N:12][C:13]=2[NH2:18])([CH3:4])([CH3:3])[CH3:2].[I:21][C:22]1[CH:27]=[CH:26][C:25]([O:28][CH3:29])=[CH:24][C:23]=1[S-:30].[K+].C(Cl)Cl.CCOC(C)=O. The catalyst class is: 3. Product: [C:1]([SiH2:5][O:6][C:7]([CH3:20])([CH3:19])[N:8]1[C:16]([S:30][C:23]2[CH:24]=[C:25]([O:28][CH3:29])[CH:26]=[CH:27][C:22]=2[I:21])=[N:15][C:14]2[C:9]1=[N:10][CH:11]=[N:12][C:13]=2[NH2:18])([CH3:4])([CH3:3])[CH3:2]. (4) Reactant: C[O:2][C:3]([C:5]1[C:13]2[C:12](=[O:14])[N:11]([CH3:15])[C:10](=[O:16])[N:9]([CH2:17][CH:18]([CH3:20])[CH3:19])[C:8]=2[S:7][C:6]=1[CH2:21][C:22]1[C:23]([CH3:28])=[N:24][NH:25][C:26]=1[CH3:27])=[O:4].[OH-].[Na+:30]. Product: [Na+:30].[CH3:27][C:26]1[C:22]([CH2:21][C:6]2[S:7][C:8]3[N:9]([CH2:17][CH:18]([CH3:20])[CH3:19])[C:10](=[O:16])[N:11]([CH3:15])[C:12](=[O:14])[C:13]=3[C:5]=2[C:3]([O-:4])=[O:2])=[C:23]([CH3:28])[NH:24][N:25]=1. The catalyst class is: 278.